The task is: Predict the product of the given reaction.. This data is from Forward reaction prediction with 1.9M reactions from USPTO patents (1976-2016). (1) Given the reactants [CH2:1]([C:3]1[C:4]([NH:25][CH2:26][C@@H:27]([C:43]([O:45]C(C)(C)C)=[O:44])[NH:28][C:29]([O:31][CH2:32][C:33]23[CH2:42][CH:37]4[CH2:38][CH:39]([CH2:41][CH:35]([CH2:36]4)[CH2:34]2)[CH2:40]3)=[O:30])=[N:5][CH:6]=[N:7][C:8]=1[N:9]1[CH2:14][CH2:13][CH:12]([C:15]2[N:24]=[C:23]3[C:18]([CH2:19][CH2:20][CH2:21][NH:22]3)=[CH:17][CH:16]=2)[CH2:11][CH2:10]1)[CH3:2].FC(F)(F)C(O)=O.ClCCl.CO.O.C(O)(=O)C.C1(C)C=CC=CC=1, predict the reaction product. The product is: [CH2:1]([C:3]1[C:4]([NH:25][CH2:26][C@@H:27]([C:43]([OH:45])=[O:44])[NH:28][C:29]([O:31][CH2:32][C:33]23[CH2:34][CH:35]4[CH2:41][CH:39]([CH2:38][CH:37]([CH2:36]4)[CH2:42]2)[CH2:40]3)=[O:30])=[N:5][CH:6]=[N:7][C:8]=1[N:9]1[CH2:10][CH2:11][CH:12]([C:15]2[N:24]=[C:23]3[C:18]([CH2:19][CH2:20][CH2:21][NH:22]3)=[CH:17][CH:16]=2)[CH2:13][CH2:14]1)[CH3:2]. (2) Given the reactants [CH:1]1([C:7]2[C:8]3[CH:9]=[CH:10][C:11]([C:27]([O:29][CH3:30])=[O:28])=[CH:12][C:13]=3[N:14]3[C:21]=2[C:20]2[CH:22]=[CH:23][CH:24]=[CH:25][C:19]=2[O:18][CH2:17][C@@H:16]([OH:26])[CH2:15]3)[CH2:6][CH2:5][CH2:4][CH2:3][CH2:2]1.[OH-].[Na+].[Cl-].[CH2:34]([NH+:41]1[CH2:45][CH2:44][CH2:43][CH:42]1[CH2:46]Cl)[C:35]1[CH:40]=[CH:39][CH:38]=[CH:37][CH:36]=1, predict the reaction product. The product is: [CH2:34]([N:41]1[CH2:45][CH2:44][CH2:43][CH:42]1[CH2:46][O:26][C@H:16]1[CH2:15][N:14]2[C:13]3[CH:12]=[C:11]([C:27]([O:29][CH3:30])=[O:28])[CH:10]=[CH:9][C:8]=3[C:7]([CH:1]3[CH2:2][CH2:3][CH2:4][CH2:5][CH2:6]3)=[C:21]2[C:20]2[CH:22]=[CH:23][CH:24]=[CH:25][C:19]=2[O:18][CH2:17]1)[C:35]1[CH:40]=[CH:39][CH:38]=[CH:37][CH:36]=1.